From a dataset of Reaction yield outcomes from USPTO patents with 853,638 reactions. Predict the reaction yield, written as a fraction of the theoretical maximum amount of product (1.0 means a 100% yield; for example, 0.34 means a 34% yield). (1) The reactants are Cl.[NH2:2][CH:3]1[CH2:9][CH:8]2[N:10]([C:11]3[C:20]4[C:15](=[CH:16][CH:17]=[CH:18][CH:19]=4)[C:14]([C:21]#[N:22])=[CH:13][CH:12]=3)[CH:5]([CH2:6][CH2:7]2)[CH2:4]1.ClC(Cl)(Cl)[C:25]([N:27]=C=O)=[O:26]. The catalyst is O1CCCC1. The product is [C:21]([C:14]1[C:15]2[C:20](=[CH:19][CH:18]=[CH:17][CH:16]=2)[C:11]([N:10]2[CH:8]3[CH2:7][CH2:6][CH:5]2[CH2:4][CH:3]([NH:2][C:25]([NH2:27])=[O:26])[CH2:9]3)=[CH:12][CH:13]=1)#[N:22]. The yield is 0.520. (2) The reactants are Br[C:2]1[C:8]([F:9])=[CH:7][C:6]([N+:10]([O-:12])=[O:11])=[CH:5][C:3]=1[NH2:4].B1([CH:24]2[CH2:26][CH2:25]2)OC(=O)CN(C)CC(=O)O1.P(C1CCCCC1)(C1CCCCC1)C1CCCCC1.C([O-])([O-])=O.[Cs+].[Cs+]. The catalyst is C1(C)C=CC=CC=1.O.CC([O-])=O.CC([O-])=O.[Pd+2]. The product is [CH:24]1([C:2]2[C:8]([F:9])=[CH:7][C:6]([N+:10]([O-:12])=[O:11])=[CH:5][C:3]=2[NH2:4])[CH2:26][CH2:25]1. The yield is 0.900. (3) The reactants are Cl[C:2]1[N:11]=[C:10]([NH:12][CH:13]2[CH2:15][CH2:14]2)[C:9]2[C:4](=[CH:5][CH:6]=[C:7]([C:16]3[CH:21]=[CH:20][C:19]([F:22])=[CH:18][CH:17]=3)[CH:8]=2)[N:3]=1.[CH3:23][N:24]1[CH:28]=[CH:27][C:26]([NH2:29])=[N:25]1.N1C(C)=CC=CC=1C. The catalyst is O1CCOCC1. The product is [CH:13]1([NH:12][C:10]2[C:9]3[C:4](=[CH:5][CH:6]=[C:7]([C:16]4[CH:21]=[CH:20][C:19]([F:22])=[CH:18][CH:17]=4)[CH:8]=3)[N:3]=[C:2]([NH:29][C:26]3[CH:27]=[CH:28][N:24]([CH3:23])[N:25]=3)[N:11]=2)[CH2:15][CH2:14]1. The yield is 0.600. (4) The reactants are [CH3:1][O:2][C:3]([C:5]1[S:6][C:7](Br)=[CH:8][C:9]=1[N:10]([C@H:20]1[CH2:25][CH2:24][C@H:23]([OH:26])[CH2:22][CH2:21]1)[C:11]([C@H:13]1[CH2:18][CH2:17][C@H:16]([CH3:19])[CH2:15][CH2:14]1)=[O:12])=[O:4].[O:28]1[C:32]2([CH2:37][CH2:36][C:35](B(O)O)=[CH:34][CH2:33]2)[O:31][CH2:30][CH2:29]1.C([O-])([O-])=O.[Na+].[Na+]. The catalyst is CN(C=O)C. The product is [CH3:1][O:2][C:3]([C:5]1[S:6][C:7]([C:35]2[CH2:36][CH2:37][C:32]3([O:31][CH2:30][CH2:29][O:28]3)[CH2:33][CH:34]=2)=[CH:8][C:9]=1[N:10]([C@H:20]1[CH2:25][CH2:24][C@H:23]([OH:26])[CH2:22][CH2:21]1)[C:11]([C@H:13]1[CH2:18][CH2:17][C@H:16]([CH3:19])[CH2:15][CH2:14]1)=[O:12])=[O:4]. The yield is 0.920. (5) The reactants are [C:1]([NH:8][C@H:9]([C:17]([OH:19])=O)[CH2:10][C:11]1[CH:16]=[CH:15][CH:14]=[CH:13][CH:12]=1)([O:3][C:4]([CH3:7])([CH3:6])[CH3:5])=[O:2].[CH2:20]([O:22][C:23]([C@:25]1([NH2:37])[CH2:30][C@H:29]([OH:31])[C@@H:28]2[C@H:26]1[C@H:27]2[C:32]([O:34][CH2:35][CH3:36])=[O:33])=[O:24])[CH3:21]. The catalyst is ClCCl. The product is [CH2:20]([O:22][C:23]([C@:25]1([NH:37][C:17](=[O:19])[CH:9]([NH:8][C:1]([O:3][C:4]([CH3:5])([CH3:6])[CH3:7])=[O:2])[CH2:10][C:11]2[CH:12]=[CH:13][CH:14]=[CH:15][CH:16]=2)[CH2:30][C@H:29]([OH:31])[C@@H:28]2[C@H:26]1[C@H:27]2[C:32]([O:34][CH2:35][CH3:36])=[O:33])=[O:24])[CH3:21]. The yield is 0.870. (6) The reactants are [O:1]1[CH:5]=[CH:4][C:3]([CH:6]2[O:10]C(=O)[NH:8][CH:7]2[CH2:12][C:13]2[CH:18]=[CH:17][C:16]([C:19]([F:22])([F:21])[F:20])=[CH:15][CH:14]=2)=[CH:2]1.[OH-].[Na+]. The catalyst is C(O)C. The product is [NH2:8][CH:7]([CH2:12][C:13]1[CH:18]=[CH:17][C:16]([C:19]([F:22])([F:20])[F:21])=[CH:15][CH:14]=1)[CH:6]([C:3]1[CH:4]=[CH:5][O:1][CH:2]=1)[OH:10]. The yield is 0.860.